From a dataset of Forward reaction prediction with 1.9M reactions from USPTO patents (1976-2016). Predict the product of the given reaction. (1) Given the reactants [Cl:1][C:2]1[CH:7]=[C:6]2[NH:8][C:9](=[O:43])[C@@:10]3([C@H:14]([CH2:15][C:16]([C:19]#[N:20])([CH3:18])[CH3:17])[NH:13][C@@H:12]([C:21]([NH:23][C:24]4[CH:33]=[CH:32][C:27]([C:28]([O:30]C)=[O:29])=[CH:26][C:25]=4[F:34])=[O:22])[C@@H:11]3[C:35]3[CH:40]=[CH:39][CH:38]=[C:37]([Cl:41])[C:36]=3[F:42])[C:5]2=[CH:4][CH:3]=1.[Li+].[OH-].Cl, predict the reaction product. The product is: [Cl:1][C:2]1[CH:7]=[C:6]2[NH:8][C:9](=[O:43])[C@@:10]3([C@H:14]([CH2:15][C:16]([C:19]#[N:20])([CH3:18])[CH3:17])[NH:13][C@@H:12]([C:21]([NH:23][C:24]4[CH:33]=[CH:32][C:27]([C:28]([OH:30])=[O:29])=[CH:26][C:25]=4[F:34])=[O:22])[C@@H:11]3[C:35]3[CH:40]=[CH:39][CH:38]=[C:37]([Cl:41])[C:36]=3[F:42])[C:5]2=[CH:4][CH:3]=1. (2) Given the reactants C(OC(=O)[NH:7][C:8]1([CH2:16][N:17]2[CH2:26][CH2:25][C:24]3[C:19](=[CH:20][C:21]([C:31]45[CH2:40][CH:35]6[CH2:36][CH:37]([CH2:39][CH:33]([CH2:34]6)[CH2:32]4)[CH2:38]5)=[C:22]([O:27][CH:28]([CH3:30])[CH3:29])[CH:23]=3)[CH2:18]2)[CH2:13][O:12]C(C)(C)[O:10][CH2:9]1)(C)(C)C.C(OC1C=C(C2ON=C(C3C=CC=C4C=3CCN4CC3(NC(=O)OC(C)(C)C)COC(C)(C)OC3)N=2)C=CC=1OCC)C, predict the reaction product. The product is: [NH2:7][C:8]([CH2:16][N:17]1[CH2:26][CH2:25][C:24]2[C:19](=[CH:20][C:21]([C:31]34[CH2:38][CH:37]5[CH2:39][CH:33]([CH2:34][CH:35]([CH2:36]5)[CH2:40]3)[CH2:32]4)=[C:22]([O:27][CH:28]([CH3:30])[CH3:29])[CH:23]=2)[CH2:18]1)([CH2:13][OH:12])[CH2:9][OH:10].